From a dataset of Reaction yield outcomes from USPTO patents with 853,638 reactions. Predict the reaction yield, written as a fraction of the theoretical maximum amount of product (1.0 means a 100% yield; for example, 0.34 means a 34% yield). (1) The reactants are [C:1]([C:5]1[CH:6]=[C:7]([C:16]2[S:17][CH:18]=[C:19]([CH2:21][C:22](OCC)=[O:23])[N:20]=2)[CH:8]=[C:9]([C:12]([CH3:15])([CH3:14])[CH3:13])[C:10]=1[OH:11])([CH3:4])([CH3:3])[CH3:2].[H-].[Al+3].[Li+].[H-].[H-].[H-].O.[OH-].[Na+]. The catalyst is O1CCCC1. The product is [C:12]([C:9]1[CH:8]=[C:7]([C:16]2[S:17][CH:18]=[C:19]([CH2:21][CH2:22][OH:23])[N:20]=2)[CH:6]=[C:5]([C:1]([CH3:4])([CH3:3])[CH3:2])[C:10]=1[OH:11])([CH3:13])([CH3:14])[CH3:15]. The yield is 0.990. (2) The reactants are [Cl:1][C:2]1[C:11]2[C:6](=[C:7](C3C=C(C(F)(F)F)C=CC=3C([O-])=O)[CH:8]=[C:9]([O:12]C)[CH:10]=2)[C:5](=[O:27])[N:4]([C:28]2[CH:33]=[CH:32][C:31]([O:34]C)=[CH:30][CH:29]=2)[CH:3]=1.ClC1C=CC=CC=1.B(Br)(Br)Br.[OH2:47]. The catalyst is CO. The product is [Cl:1][C:2]1[C:11]2[C:6](=[C:7]([OH:47])[CH:8]=[C:9]([OH:12])[CH:10]=2)[C:5](=[O:27])[N:4]([C:28]2[CH:33]=[CH:32][C:31]([OH:34])=[CH:30][CH:29]=2)[CH:3]=1. The yield is 0.761. (3) The reactants are [CH3:1][O:2][CH2:3][C@H:4]([NH:7][C:8]([C:10]1[C:18]2[C:13](=[N:14][CH:15]=[C:16]([C:19]3[C:27]4[C:22](=[CH:23][C:24]([Cl:28])=[CH:25][CH:26]=4)[N:21]([CH3:29])[N:20]=3)[N:17]=2)[N:12](COCC[Si](C)(C)C)[CH:11]=1)=[O:9])[CH2:5][CH3:6].C(O)(C(F)(F)F)=O.C(N)CN. The catalyst is ClCCl. The product is [CH3:1][O:2][CH2:3][C@H:4]([NH:7][C:8]([C:10]1[C:18]2[C:13](=[N:14][CH:15]=[C:16]([C:19]3[C:27]4[C:22](=[CH:23][C:24]([Cl:28])=[CH:25][CH:26]=4)[N:21]([CH3:29])[N:20]=3)[N:17]=2)[NH:12][CH:11]=1)=[O:9])[CH2:5][CH3:6]. The yield is 0.690. (4) The reactants are [NH2:1][C:2]1[NH:6][C:5]2[CH:7]=[CH:8][C:9]([C:11]([OH:13])=O)=[CH:10][C:4]=2[N:3]=1.[NH:14]1[CH2:19][CH2:18][CH2:17][C@@H:16]2[C:20]3[CH:21]=[CH:22][CH:23]=[CH:24][C:25]=3[CH2:26][C@H:15]12.F[P-](F)(F)(F)(F)F.N1(OC(N(C)C)=[N+](C)C)C2N=CC=CC=2N=N1. No catalyst specified. The product is [NH2:1][C:2]1[NH:6][C:5]2[CH:7]=[CH:8][C:9]([C:11]([N:14]3[CH2:19][CH2:18][CH2:17][C@@H:16]4[C:20]5[CH:21]=[CH:22][CH:23]=[CH:24][C:25]=5[CH2:26][C@H:15]34)=[O:13])=[CH:10][C:4]=2[N:3]=1. The yield is 0.710. (5) The reactants are [C:1]1([C:11]([OH:13])=O)[C:10]2[CH2:9][CH2:8][CH2:7][CH2:6][C:5]=2[CH:4]=[CH:3][CH:2]=1.[CH2:14]([O:16][C:17]([C:19]1([NH2:29])[CH2:28][C:22]2=[C:23]([CH3:27])[S:24][C:25]([CH3:26])=[C:21]2[CH2:20]1)=[O:18])[CH3:15].CN(C(ON1N=NC2C=CC=NC1=2)=[N+](C)C)C.F[P-](F)(F)(F)(F)F.CCN(C(C)C)C(C)C. The catalyst is CN(C=O)C. The product is [CH2:14]([O:16][C:17]([C:19]1([NH:29][C:11]([C:1]2[C:10]3[CH2:9][CH2:8][CH2:7][CH2:6][C:5]=3[CH:4]=[CH:3][CH:2]=2)=[O:13])[CH2:20][C:21]2=[C:25]([CH3:26])[S:24][C:23]([CH3:27])=[C:22]2[CH2:28]1)=[O:18])[CH3:15]. The yield is 0.970.